From a dataset of Full USPTO retrosynthesis dataset with 1.9M reactions from patents (1976-2016). Predict the reactants needed to synthesize the given product. Given the product [C:29]([C:23]1[CH:22]=[C:21]([C:12]2[CH:11]=[C:15]([C:16]([O:18][CH2:19][CH3:20])=[O:17])[S:14][N:13]=2)[CH:26]=[CH:25][C:24]=1[O:27][CH3:28])#[N:30], predict the reactants needed to synthesize it. The reactants are: [N+]([O-])(OCCC(C)C)=O.N[C:11]1[C:12]([C:21]2[CH:26]=[CH:25][C:24]([O:27][CH3:28])=[C:23]([C:29]#[N:30])[CH:22]=2)=[N:13][S:14][C:15]=1[C:16]([O:18][CH2:19][CH3:20])=[O:17].